The task is: Predict the reaction yield, written as a fraction of the theoretical maximum amount of product (1.0 means a 100% yield; for example, 0.34 means a 34% yield).. This data is from Reaction yield outcomes from USPTO patents with 853,638 reactions. (1) No catalyst specified. The product is [CH:26]1([NH:33][C:17](=[O:18])[CH2:16][S:15][C:4]2[N:3]([C:20]3[CH:21]=[CH:22][CH:23]=[CH:24][CH:25]=3)[C:2](=[O:1])[C:7]3[NH:8][C:9]4[CH:10]=[CH:11][CH:12]=[CH:13][C:14]=4[C:6]=3[N:5]=2)[CH2:32][CH2:31][CH2:30][CH2:29][CH2:28][CH2:27]1. The yield is 0.185. The reactants are [O:1]=[C:2]1[C:7]2[NH:8][C:9]3[CH:10]=[CH:11][CH:12]=[CH:13][C:14]=3[C:6]=2[N:5]=[C:4]([S:15][CH2:16][C:17](O)=[O:18])[N:3]1[C:20]1[CH:25]=[CH:24][CH:23]=[CH:22][CH:21]=1.[CH:26]1([NH2:33])[CH2:32][CH2:31][CH2:30][CH2:29][CH2:28][CH2:27]1.C(N(CC)CC)C.CN(C(ON1N=NC2C=CC=NC1=2)=[N+](C)C)C.F[P-](F)(F)(F)(F)F. (2) The reactants are [NH:1]1[CH:5]=[CH:4][CH:3]=[N:2]1.[C:6]([O-])([O-])=O.[K+].[K+].CN[C@H:14]1[C@H:19]([NH:20]C)[CH2:18][CH2:17][CH2:16][CH2:15]1.O. The catalyst is CN1C(=O)CCC1.[Cu]I.CCOC(C)=O. The product is [CH3:6][C:14]1[CH:15]=[C:16]([N:1]2[CH:5]=[CH:4][CH:3]=[N:2]2)[CH:17]=[CH:18][C:19]=1[NH2:20]. The yield is 0.700. (3) The reactants are FC(F)(F)C(O)=O.[Br:8][C:9]1[CH:14]=[CH:13][C:12]([NH:15][C:16]2[C:25]3[C:20](=[CH:21][C:22]([O:28][CH2:29][CH:30]4[CH2:35][CH2:34][N:33](C(OC(C)(C)C)=O)[CH2:32][CH2:31]4)=[C:23]([O:26][CH3:27])[CH:24]=3)[N:19]=[CH:18][N:17]=2)=[C:11]([F:43])[CH:10]=1. The catalyst is ClCCl. The product is [Br:8][C:9]1[CH:14]=[CH:13][C:12]([NH:15][C:16]2[C:25]3[C:20](=[CH:21][C:22]([O:28][CH2:29][CH:30]4[CH2:35][CH2:34][NH:33][CH2:32][CH2:31]4)=[C:23]([O:26][CH3:27])[CH:24]=3)[N:19]=[CH:18][N:17]=2)=[C:11]([F:43])[CH:10]=1. The yield is 0.730. (4) The reactants are [Br:1][C:2]1[CH:7]=[CH:6][C:5]([OH:8])=[C:4]([N+:9]([O-])=O)[CH:3]=1.Cl[Sn]Cl.C([O-])(O)=O.[Na+]. The catalyst is C(O)C.O. The product is [NH2:9][C:4]1[CH:3]=[C:2]([Br:1])[CH:7]=[CH:6][C:5]=1[OH:8]. The yield is 0.890. (5) The reactants are Cl.[NH2:2][C:3]1[C:4]2[C:5]3[C:6](=[N:18][N:19]([CH2:21][C:22]4[C:27]([Cl:28])=[C:26]([O:29][CH3:30])[C:25]([CH3:31])=[CH:24][N:23]=4)[N:20]=2)[CH:7]=[C:8]([CH2:13][C:14]([NH:16][CH3:17])=[O:15])[C:9]=3[CH2:10][S:11][N:12]=1. The catalyst is O. The product is [NH2:2][C:3]1[C:4]2[C:5]3[C:6](=[N:18][N:19]([CH2:21][C:22]4[C:27]([Cl:28])=[C:26]([O:29][CH3:30])[C:25]([CH3:31])=[CH:24][N:23]=4)[N:20]=2)[CH:7]=[C:8]([CH2:13][C:14]([NH:16][CH3:17])=[O:15])[C:9]=3[CH2:10][S:11][N:12]=1. The yield is 0.840.